From a dataset of Forward reaction prediction with 1.9M reactions from USPTO patents (1976-2016). Predict the product of the given reaction. The product is: [F:17][C:18]1[CH:19]=[C:20]([CH:29]=[CH:30][C:31]=1[N:32]1[CH2:37][CH2:36][CH:35]([NH:1][CH2:2][C@H:3]([OH:16])[CH2:4][O:5][C:6]2[C:14]3[NH:13][C:12](=[O:15])[NH:11][C:10]=3[CH:9]=[CH:8][CH:7]=2)[CH2:34][CH2:33]1)[CH:21]=[C:22]1[S:26][C:25](=[O:27])[NH:24][C:23]1=[O:28]. Given the reactants [NH2:1][CH2:2][C@H:3]([OH:16])[CH2:4][O:5][C:6]1[C:14]2[NH:13][C:12](=[O:15])[NH:11][C:10]=2[CH:9]=[CH:8][CH:7]=1.[F:17][C:18]1[CH:19]=[C:20]([CH:29]=[CH:30][C:31]=1[N:32]1[CH2:37][CH2:36][C:35](=O)[CH2:34][CH2:33]1)[CH:21]=[C:22]1[S:26][C:25](=[O:27])[NH:24][C:23]1=[O:28], predict the reaction product.